This data is from Reaction yield outcomes from USPTO patents with 853,638 reactions. The task is: Predict the reaction yield, written as a fraction of the theoretical maximum amount of product (1.0 means a 100% yield; for example, 0.34 means a 34% yield). The reactants are Br[C:2]1[CH:3]=[C:4]([CH2:8][C:9]([O:11][CH3:12])=[O:10])[CH:5]=[CH:6][CH:7]=1.[B:13]1([B:13]2[O:17][C:16]([CH3:19])([CH3:18])[C:15]([CH3:21])([CH3:20])[O:14]2)[O:17][C:16]([CH3:19])([CH3:18])[C:15]([CH3:21])([CH3:20])[O:14]1.C([O-])(=O)C.[K+]. The catalyst is O1CCOCC1.C(OCC)(=O)C.C1C=CC(P(C2C=CC=CC=2)[C-]2C=CC=C2)=CC=1.C1C=CC(P(C2C=CC=CC=2)[C-]2C=CC=C2)=CC=1.Cl[Pd]Cl.[Fe+2].C(Cl)Cl. The product is [CH3:20][C:15]1([CH3:21])[C:16]([CH3:19])([CH3:18])[O:17][B:13]([C:2]2[CH:3]=[C:4]([CH2:8][C:9]([O:11][CH3:12])=[O:10])[CH:5]=[CH:6][CH:7]=2)[O:14]1. The yield is 1.00.